From a dataset of Peptide-MHC class II binding affinity with 134,281 pairs from IEDB. Regression. Given a peptide amino acid sequence and an MHC pseudo amino acid sequence, predict their binding affinity value. This is MHC class II binding data. The peptide sequence is YLFAKDKSGPLQPGV. The MHC is DRB4_0101 with pseudo-sequence DRB4_0103. The binding affinity (normalized) is 0.356.